Dataset: Reaction yield outcomes from USPTO patents with 853,638 reactions. Task: Predict the reaction yield, written as a fraction of the theoretical maximum amount of product (1.0 means a 100% yield; for example, 0.34 means a 34% yield). (1) The reactants are [NH2:1][C:2]1[C:7]([NH2:8])=[C:6]([NH:9][C@@H:10]2[C@@H:15]3[CH2:16][C@@H:12]([CH:13]=[CH:14]3)[C@@H:11]2[C:17]([NH2:19])=[O:18])[C:5]([Br:20])=[CH:4][N:3]=1.[CH3:21][C:22]1[CH:29]=[C:28]([N:30]2[CH2:35][CH2:34][O:33][CH2:32][CH2:31]2)[CH:27]=[CH:26][C:23]=1[CH:24]=O.C([O-])(=O)C.[NH4+]. No catalyst specified. The product is [Br:20][C:5]1[C:6]([NH:9][C@@H:10]2[C@@H:15]3[CH2:16][C@@H:12]([CH:13]=[CH:14]3)[C@@H:11]2[C:17]([NH2:19])=[O:18])=[C:7]2[N:8]=[C:24]([C:23]3[CH:26]=[CH:27][C:28]([N:30]4[CH2:35][CH2:34][O:33][CH2:32][CH2:31]4)=[CH:29][C:22]=3[CH3:21])[NH:1][C:2]2=[N:3][CH:4]=1. The yield is 0.320. (2) The reactants are [F:1][C:2]([F:12])([F:11])[C:3]1[N:4]=[C:5]([C:8]([OH:10])=O)[NH:6][CH:7]=1.[C:13]([O:17][C:18]([N:20]1[CH2:25][CH2:24][CH2:23][C@H:22]([C:26](=[NH:29])[NH:27]O)[CH2:21]1)=[O:19])([CH3:16])([CH3:15])[CH3:14].C1C=NC2N(O)N=NC=2C=1.CCN=C=NCCCN(C)C.Cl. The catalyst is O1CCOCC1.C(#N)C.O. The product is [C:13]([O:17][C:18]([N:20]1[CH2:25][CH2:24][CH2:23][C@H:22]([C:26]2[N:29]=[C:8]([C:5]3[NH:6][CH:7]=[C:3]([C:2]([F:1])([F:12])[F:11])[N:4]=3)[O:10][N:27]=2)[CH2:21]1)=[O:19])([CH3:16])([CH3:14])[CH3:15]. The yield is 0.100. (3) The reactants are [F:1][C:2]1[CH:3]=[C:4]([CH:7]=[C:8]([O:11]C)[C:9]=1[OH:10])[CH:5]=[O:6].B(Br)(Br)Br. The catalyst is ClCCl. The product is [F:1][C:2]1[CH:3]=[C:4]([CH:7]=[C:8]([OH:11])[C:9]=1[OH:10])[CH:5]=[O:6]. The yield is 0.890. (4) The reactants are [NH2:1][C:2]1[CH:17]=[CH:16][C:5]([C:6]([O:8][CH2:9][C:10]2[CH:15]=[CH:14][CH:13]=[CH:12][CH:11]=2)=[O:7])=[C:4]([O:18][CH2:19][C:20]2[CH:25]=[CH:24][CH:23]=[CH:22][CH:21]=2)[CH:3]=1.[Br:26][C:27]1[CH:32]=[CH:31][C:30]([C:33]2[CH:38]=[CH:37][C:36]([CH:39]=O)=[CH:35][CH:34]=2)=[CH:29][CH:28]=1. No catalyst specified. The product is [CH2:19]([O:18][C:4]1[CH:3]=[C:2]([NH:1][CH2:39][C:36]2[CH:35]=[CH:34][C:33]([C:30]3[CH:31]=[CH:32][C:27]([Br:26])=[CH:28][CH:29]=3)=[CH:38][CH:37]=2)[CH:17]=[CH:16][C:5]=1[C:6]([O:8][CH2:9][C:10]1[CH:15]=[CH:14][CH:13]=[CH:12][CH:11]=1)=[O:7])[C:20]1[CH:25]=[CH:24][CH:23]=[CH:22][CH:21]=1. The yield is 0.700. (5) The reactants are [Br:1]N1C(=O)CCC1=O.[O:9]1[C:13]2[CH:14]=[CH:15][C:16]([C:18]3([C:21]([NH:23][C:24]4[CH:25]=[C:26]5[C:30](=[CH:31][CH:32]=4)[NH:29][CH:28]=[CH:27]5)=[O:22])[CH2:20][CH2:19]3)=[CH:17][C:12]=2[O:11][CH2:10]1.O. The catalyst is CN(C)C=O. The product is [O:9]1[C:13]2[CH:14]=[CH:15][C:16]([C:18]3([C:21]([NH:23][C:24]4[CH:25]=[C:26]5[C:30](=[CH:31][CH:32]=4)[NH:29][CH:28]=[C:27]5[Br:1])=[O:22])[CH2:20][CH2:19]3)=[CH:17][C:12]=2[O:11][CH2:10]1. The yield is 0.910. (6) The reactants are [F:1][C:2]1[CH:3]=[C:4]([OH:11])[C:5]([N+:8]([O-:10])=[O:9])=[CH:6][CH:7]=1.C([O-])([O-])=O.[K+].[K+].Br[CH2:19]/[CH:20]=[CH:21]/[C:22]([O:24][CH2:25][CH3:26])=[O:23]. The catalyst is CN1C(=O)CCC1. The product is [F:1][C:2]1[CH:7]=[CH:6][C:5]([N+:8]([O-:10])=[O:9])=[C:4]([CH:3]=1)[O:11][CH2:19]/[CH:20]=[CH:21]/[C:22]([O:24][CH2:25][CH3:26])=[O:23]. The yield is 0.950. (7) The catalyst is CN(C=O)C.O. The product is [NH2:1][C:2]1[N:7]=[C:6]([N:8]([CH3:15])[C:9]2[CH:10]=[CH:11][CH:12]=[CH:13][CH:14]=2)[N:5]=[C:4]([C:16]2[N:20]=[C:19]([C:21]3[CH:22]=[CH:23][C:24]([O:27][CH2:29][C:30]#[N:31])=[N:25][CH:26]=3)[O:18][N:17]=2)[N:3]=1. The yield is 0.0200. The reactants are [NH2:1][C:2]1[N:7]=[C:6]([N:8]([CH3:15])[C:9]2[CH:14]=[CH:13][CH:12]=[CH:11][CH:10]=2)[N:5]=[C:4]([C:16]2[N:20]=[C:19]([C:21]3[CH:22]=[CH:23][C:24]([OH:27])=[N:25][CH:26]=3)[O:18][N:17]=2)[N:3]=1.I[CH2:29][C:30]#[N:31].C(=O)([O-])[O-].[Cs+].[Cs+].